From a dataset of Full USPTO retrosynthesis dataset with 1.9M reactions from patents (1976-2016). Predict the reactants needed to synthesize the given product. (1) Given the product [Cl:1][C:2]1[CH:3]=[C:4]2[C:5](=[CH:7][C:8]=1[Cl:9])[NH:6][N:23]=[CH:10]2, predict the reactants needed to synthesize it. The reactants are: [Cl:1][C:2]1[C:8]([Cl:9])=[CH:7][C:5]([NH2:6])=[C:4]([CH3:10])[CH:3]=1.C(OC(=O)C)(=O)C.C([O-])(=O)C.[K+].[N:23](OCCC(C)C)=O.Cl. (2) Given the product [CH2:1]1[CH:3]2[CH2:2][C:10]3[C:9]([O:11][C:12]4[N:13]=[N:14][C:15]([Cl:19])=[CH:16][C:17]=4[OH:18])=[CH:8][CH:7]=[CH:6][C:5]=3[CH:4]12, predict the reactants needed to synthesize it. The reactants are: [CH2:1]1[CH:3]2[CH2:4][C:5]3[CH:6]=[CH:7][CH:8]=[C:9]([O:11][C:12]4[N:13]=[N:14][C:15]([Cl:19])=[CH:16][C:17]=4[OH:18])[C:10]=3[CH:2]12.[OH-].[Na+]. (3) The reactants are: [C:1]([C:5]1[CH:10]=[CH:9][CH:8]=[CH:7][C:6]=1[OH:11])([CH3:4])([CH3:3])[CH3:2].Br[C:13]1[S:14][CH:15]=[C:16]([C:18]([NH:20][C:21]2[C:22]([O:43][CH3:44])=[N:23][C:24]([NH:29][CH2:30][CH2:31][N:32]([CH:40]([CH3:42])[CH3:41])[C:33](=[O:39])[O:34][C:35]([CH3:38])([CH3:37])[CH3:36])=[N:25][C:26]=2[O:27][CH3:28])=[O:19])[N:17]=1.C(C1C=C(C=CC=1)OC1OC=C(C(OCC)=O)N=1)(C)(C)C. Given the product [C:1]([C:5]1[CH:10]=[CH:9][CH:8]=[CH:7][C:6]=1[O:11][C:13]1[S:14][CH:15]=[C:16]([C:18]([NH:20][C:21]2[C:22]([O:43][CH3:44])=[N:23][C:24]([NH:29][CH2:30][CH2:31][N:32]([CH:40]([CH3:41])[CH3:42])[C:33](=[O:39])[O:34][C:35]([CH3:37])([CH3:38])[CH3:36])=[N:25][C:26]=2[O:27][CH3:28])=[O:19])[N:17]=1)([CH3:4])([CH3:2])[CH3:3], predict the reactants needed to synthesize it. (4) Given the product [CH2:9]([N:8]1[C:3]2=[N:1][N:2]([CH2:28][C:21]3[C:20]4[C:25](=[CH:26][CH:27]=[C:18]([C:17]([F:31])([F:30])[F:16])[CH:19]=4)[N:24]=[CH:23][CH:22]=3)[C:42]([C:34]3[N:33]([CH3:32])[CH:37]=[C:36]([C:38](=[O:41])[CH2:39][CH3:40])[CH:35]=3)=[C:4]2[C:5](=[O:15])[N:6]([CH3:14])[C:7]1=[O:13])[CH:10]([CH3:11])[CH3:12], predict the reactants needed to synthesize it. The reactants are: [NH:1]([C:3]1[N:8]([CH2:9][CH:10]([CH3:12])[CH3:11])[C:7](=[O:13])[N:6]([CH3:14])[C:5](=[O:15])[CH:4]=1)[NH2:2].[F:16][C:17]([F:31])([F:30])[C:18]1[CH:19]=[C:20]2[C:25](=[CH:26][CH:27]=1)[N:24]=[CH:23][CH:22]=[C:21]2[CH:28]=O.[CH3:32][N:33]1[CH:37]=[C:36]([C:38](=[O:41])[CH2:39][CH3:40])[CH:35]=[C:34]1[CH:42]=O. (5) Given the product [Cl:1][C:2]1[CH:7]=[CH:6][N:5]=[C:4]2[N:8]([S:20]([C:14]3[CH:19]=[CH:18][CH:17]=[CH:16][CH:15]=3)(=[O:22])=[O:21])[CH:9]=[C:10]([CH3:11])[C:3]=12, predict the reactants needed to synthesize it. The reactants are: [Cl:1][C:2]1[CH:7]=[CH:6][N:5]=[C:4]2[NH:8][CH:9]=[C:10]([CH3:11])[C:3]=12.[H-].[Na+].[C:14]1([S:20](Cl)(=[O:22])=[O:21])[CH:19]=[CH:18][CH:17]=[CH:16][CH:15]=1.